From a dataset of Forward reaction prediction with 1.9M reactions from USPTO patents (1976-2016). Predict the product of the given reaction. (1) Given the reactants Cl[C:2]1[CH:7]=[CH:6][N:5]2[N:8]=[CH:9][C:10]([C:11]([NH:13][C@@H:14]([C:19]3[CH:24]=[CH:23][C:22]([O:25][C:26]([F:29])([F:28])[F:27])=[CH:21][CH:20]=3)[C:15]([OH:18])([CH3:17])[CH3:16])=[O:12])=[C:4]2[N:3]=1.C([Sn](CCCC)(CCCC)[C:35]1[S:36][CH:37]=[CH:38][N:39]=1)CCC, predict the reaction product. The product is: [OH:18][C:15]([CH3:17])([CH3:16])[C@@H:14]([NH:13][C:11]([C:10]1[CH:9]=[N:8][N:5]2[CH:6]=[CH:7][C:2]([C:35]3[S:36][CH:37]=[CH:38][N:39]=3)=[N:3][C:4]=12)=[O:12])[C:19]1[CH:24]=[CH:23][C:22]([O:25][C:26]([F:29])([F:28])[F:27])=[CH:21][CH:20]=1. (2) Given the reactants [N:1]1[C:10]2[CH:9]=[CH:8][CH:7]=[C:6]([NH2:11])[C:5]=2[CH:4]=[CH:3][N:2]=1.[F:12][C:13]([F:26])([F:25])[O:14][C:15]1[CH:24]=[CH:23][C:18]([CH2:19][N:20]=[C:21]=[O:22])=[CH:17][CH:16]=1, predict the reaction product. The product is: [N:1]1[C:10]2[C:5](=[C:6]([NH:11][C:21]([NH:20][CH2:19][C:18]3[CH:17]=[CH:16][C:15]([O:14][C:13]([F:12])([F:26])[F:25])=[CH:24][CH:23]=3)=[O:22])[CH:7]=[CH:8][CH:9]=2)[CH:4]=[CH:3][N:2]=1. (3) Given the reactants [CH3:1][C:2]1[CH:21]=[CH:20][C:5]2[NH:6][C:7]([CH:9]3[CH2:12][N:11](C(OC(C)(C)C)=O)[CH2:10]3)=[N:8][C:4]=2[CH:3]=1.[ClH:22], predict the reaction product. The product is: [ClH:22].[ClH:22].[NH:11]1[CH2:12][CH:9]([C:7]2[NH:6][C:5]3[CH:20]=[CH:21][C:2]([CH3:1])=[CH:3][C:4]=3[N:8]=2)[CH2:10]1. (4) Given the reactants [CH2:1]([N:5]1[C:17]2[C:16]3[CH:15]=[CH:14][CH:13]=[CH:12][C:11]=3[N:10]=[C:9]([NH2:18])[C:8]=2[N:7]=[CH:6]1)[CH:2]([CH3:4])[CH3:3].CCN(CC)CC.[C:26](O[C:26]([O:27][CH2:28][CH2:29][CH2:30][CH2:31][CH3:32])=[O:33])(=[O:33])[O:27][CH2:28][CH2:29][CH2:30][CH2:31][CH3:32], predict the reaction product. The product is: [CH2:28]([O:27][C:26](=[O:33])[NH:18][C:9]1[C:8]2[N:7]=[CH:6][N:5]([CH2:1][CH:2]([CH3:4])[CH3:3])[C:17]=2[C:16]2[CH:15]=[CH:14][CH:13]=[CH:12][C:11]=2[N:10]=1)[CH2:29][CH2:30][CH2:31][CH3:32].